Dataset: Catalyst prediction with 721,799 reactions and 888 catalyst types from USPTO. Task: Predict which catalyst facilitates the given reaction. (1) Reactant: [NH2:1][C:2]1([C:5]([O:7][CH3:8])=[O:6])[CH2:4][CH2:3]1.C(=O)(O)[O-].[K+].[C:14](O[C:14]([O:16][C:17]([CH3:20])([CH3:19])[CH3:18])=[O:15])([O:16][C:17]([CH3:20])([CH3:19])[CH3:18])=[O:15]. Product: [C:17]([O:16][C:14]([NH:1][C:2]1([C:5]([O:7][CH3:8])=[O:6])[CH2:4][CH2:3]1)=[O:15])([CH3:20])([CH3:19])[CH3:18]. The catalyst class is: 13. (2) Reactant: [CH:1]1[CH:9]=[CH:8][C:7]2[C:3](=[N:4][O:5][N+:6]=2[O-:10])[CH:2]=1.C1CC[N:19]2[C:14](=[N:15]CCC2)CC1.N#CN.C(O)(=O)C. Product: [CH:1]1[CH:9]=[CH:8][C:7]2[N+:6]([O-:10])=[N:15][C:14]([NH2:19])=[N+:4]([O-:5])[C:3]=2[CH:2]=1. The catalyst class is: 10. (3) Reactant: O[C:2]1[CH:11]=[CH:10][C:9]2[C:4](=CC=CC=2)[C:3]=1[CH:12]=O.Br[CH2:25][CH:26]([CH2:25][CH2:26][CH2:27][CH2:28][CH2:29][CH3:30])[CH2:27][CH2:28][CH2:29][CH2:30]CCCC.C(=O)([O-])[O-].[K+].[K+]. Product: [C:3]1([CH3:12])[CH:4]=[CH:9][CH:10]=[CH:11][CH:2]=1.[CH2:25]1[CH2:26][CH2:27][CH2:28][CH2:29][CH2:30]1. The catalyst class is: 3. (4) The catalyst class is: 27. Reactant: [CH3:1][C:2]1[CH:6]=[C:5]([NH2:7])[NH:4][N:3]=1.C(O)(=O)C.[Br:12][CH:13]([C:19](=O)[CH3:20])[C:14](OCC)=[O:15]. Product: [Br:12][C:13]1[C:19]([CH3:20])=[N:7][C:5]2[N:4]([N:3]=[C:2]([CH3:1])[CH:6]=2)[C:14]=1[OH:15]. (5) Reactant: [F:1][C:2]1[C:3]([CH2:18][N:19]2C(=O)C3C(=CC=CC=3)C2=O)=[CH:4][C:5]([C:8]2[N:12]([CH3:13])[N:11]=[C:10]([C:14]([F:17])([F:16])[F:15])[CH:9]=2)=[N:6][CH:7]=1.O.NN. Product: [F:1][C:2]1[C:3]([CH2:18][NH2:19])=[CH:4][C:5]([C:8]2[N:12]([CH3:13])[N:11]=[C:10]([C:14]([F:17])([F:15])[F:16])[CH:9]=2)=[N:6][CH:7]=1. The catalyst class is: 5. (6) Reactant: C1(C2CC2C(Cl)=O)C=CC=CC=1.[C:13]1([CH:19]2[CH2:21][CH:20]2[C:22]([N:24]=[C:25]=[S:26])=[O:23])[CH:18]=[CH:17][CH:16]=[CH:15][CH:14]=1.[CH3:27][O:28][C:29]1[CH:30]=[C:31]2[C:36](=[CH:37][C:38]=1[O:39][CH3:40])[N:35]=[CH:34][CH:33]=[C:32]2[O:41][C:42]1[CH:48]=[CH:47][C:45]([NH2:46])=[CH:44][CH:43]=1.C1(C)C=CC=CC=1. Product: [C:13]1([CH:19]2[CH2:21][CH:20]2[C:22]([N:24]=[C:25]=[S:26])=[O:23])[CH:18]=[CH:17][CH:16]=[CH:15][CH:14]=1.[CH3:27][O:28][C:29]1[CH:30]=[C:31]2[C:36](=[CH:37][C:38]=1[O:39][CH3:40])[N:35]=[CH:34][CH:33]=[C:32]2[O:41][C:42]1[CH:43]=[CH:44][C:45]([NH:46][C:25]([NH:24][C:22]([CH:20]2[CH2:21][CH:19]2[C:13]2[CH:18]=[CH:17][CH:16]=[CH:15][CH:14]=2)=[O:23])=[S:26])=[CH:47][CH:48]=1. The catalyst class is: 8. (7) Reactant: [NH:1]1[CH2:6][CH2:5][CH:4]([C:7]2[CH:8]=[C:9]([CH:19]=[CH:20][CH:21]=2)[CH2:10][NH:11][C:12](=[O:18])[O:13][C:14]([CH3:17])([CH3:16])[CH3:15])[CH2:3][CH2:2]1.[CH3:22][C:23]1([CH3:38])[O:28][C:27]2[CH:29]=[C:30](/[CH:33]=[CH:34]/[C:35](O)=[O:36])[CH:31]=[CH:32][C:26]=2[CH2:25][O:24]1.C1C=CC2N(O)N=NC=2C=1.CCN(C(C)C)C(C)C. Product: [CH3:22][C:23]1([CH3:38])[O:28][C:27]2[CH:29]=[C:30](/[CH:33]=[CH:34]/[C:35]([N:1]3[CH2:6][CH2:5][CH:4]([C:7]4[CH:8]=[C:9]([CH:19]=[CH:20][CH:21]=4)[CH2:10][NH:11][C:12](=[O:18])[O:13][C:14]([CH3:17])([CH3:15])[CH3:16])[CH2:3][CH2:2]3)=[O:36])[CH:31]=[CH:32][C:26]=2[CH2:25][O:24]1. The catalyst class is: 31.